The task is: Predict the reactants needed to synthesize the given product.. This data is from Full USPTO retrosynthesis dataset with 1.9M reactions from patents (1976-2016). Given the product [Br:10][C:11]1[CH:16]=[CH:15][C:14]([CH2:17][C:18]2[N:6]=[N:7][NH:8][N:20]=2)=[CH:13][CH:12]=1, predict the reactants needed to synthesize it. The reactants are: [Si](Cl)(Cl)(Cl)Cl.[N-:6]=[N+:7]=[N-:8].[Na+].[Br:10][C:11]1[CH:16]=[CH:15][C:14]([CH2:17][C:18]([NH2:20])=O)=[CH:13][CH:12]=1.